From a dataset of Peptide-MHC class I binding affinity with 185,985 pairs from IEDB/IMGT. Regression. Given a peptide amino acid sequence and an MHC pseudo amino acid sequence, predict their binding affinity value. This is MHC class I binding data. (1) The peptide sequence is PLTGNNTIT. The MHC is HLA-A02:03 with pseudo-sequence HLA-A02:03. The binding affinity (normalized) is 0. (2) The peptide sequence is LHDAIMVEL. The MHC is HLA-B58:01 with pseudo-sequence HLA-B58:01. The binding affinity (normalized) is 0.0847. (3) The peptide sequence is YEVPAALIL. The MHC is HLA-B08:03 with pseudo-sequence HLA-B08:03. The binding affinity (normalized) is 0.0847. (4) The peptide sequence is DLERKVESL. The MHC is HLA-A02:01 with pseudo-sequence HLA-A02:01. The binding affinity (normalized) is 0.556.